From a dataset of Reaction yield outcomes from USPTO patents with 853,638 reactions. Predict the reaction yield, written as a fraction of the theoretical maximum amount of product (1.0 means a 100% yield; for example, 0.34 means a 34% yield). The reactants are [NH2:1][C:2]1[O:3][CH2:4][C@:5]2([C:19]3[C:14](=[N:15][CH:16]=[C:17]([C:20]#[C:21][C:22]([CH3:25])([CH3:24])[CH3:23])[CH:18]=3)[O:13][C:12]3[C:7]2=[CH:8][C:9]([OH:26])=[CH:10][CH:11]=3)[N:6]=1.C(=O)([O-])[O-].[K+].[K+].CN(C=O)C.C1C=CC(N[S:45]([C:48]([F:51])([F:50])[F:49])(=[O:47])=[O:46])=CC=1. The catalyst is O. The product is [F:49][C:48]([F:51])([F:50])[S:45]([O:26][C:9]1[CH:8]=[C:7]2[C@@:5]3([CH2:4][O:3][C:2]([NH2:1])=[N:6]3)[C:19]3[C:14](=[N:15][CH:16]=[C:17]([C:20]#[C:21][C:22]([CH3:23])([CH3:25])[CH3:24])[CH:18]=3)[O:13][C:12]2=[CH:11][CH:10]=1)(=[O:47])=[O:46]. The yield is 0.664.